Dataset: Peptide-MHC class II binding affinity with 134,281 pairs from IEDB. Task: Regression. Given a peptide amino acid sequence and an MHC pseudo amino acid sequence, predict their binding affinity value. This is MHC class II binding data. (1) The peptide sequence is KPEVKYTVFETALKK. The MHC is HLA-DQA10401-DQB10402 with pseudo-sequence HLA-DQA10401-DQB10402. The binding affinity (normalized) is 0.146. (2) The peptide sequence is AFCTPGWEIHPARLV. The MHC is DRB4_0101 with pseudo-sequence DRB4_0103. The binding affinity (normalized) is 0.852. (3) The peptide sequence is AVDDYAGYLLDKNQSDLVTN. The MHC is DRB1_1101 with pseudo-sequence DRB1_1101. The binding affinity (normalized) is 0.630. (4) The binding affinity (normalized) is 0.0798. The MHC is HLA-DPA10201-DPB10101 with pseudo-sequence HLA-DPA10201-DPB10101. The peptide sequence is KTVSEGAVDIINKWQ. (5) The peptide sequence is LDGNLLSSNDLAKYK. The MHC is DRB1_1501 with pseudo-sequence DRB1_1501. The binding affinity (normalized) is 0.404. (6) The peptide sequence is PSSGCYIHFFREPTD. The MHC is DRB1_0701 with pseudo-sequence DRB1_0701. The binding affinity (normalized) is 0.116. (7) The peptide sequence is KYTATISGLKPGVDY. The MHC is HLA-DPA10103-DPB10401 with pseudo-sequence HLA-DPA10103-DPB10401. The binding affinity (normalized) is 0.0320.